Dataset: NCI-60 drug combinations with 297,098 pairs across 59 cell lines. Task: Regression. Given two drug SMILES strings and cell line genomic features, predict the synergy score measuring deviation from expected non-interaction effect. (1) Drug 1: CC(C1=C(C=CC(=C1Cl)F)Cl)OC2=C(N=CC(=C2)C3=CN(N=C3)C4CCNCC4)N. Drug 2: CC1=CC2C(CCC3(C2CCC3(C(=O)C)OC(=O)C)C)C4(C1=CC(=O)CC4)C. Cell line: NCI-H460. Synergy scores: CSS=9.99, Synergy_ZIP=-1.31, Synergy_Bliss=5.48, Synergy_Loewe=-0.512, Synergy_HSA=4.98. (2) Drug 1: CC1C(C(CC(O1)OC2CC(CC3=C2C(=C4C(=C3O)C(=O)C5=C(C4=O)C(=CC=C5)OC)O)(C(=O)C)O)N)O.Cl. Drug 2: CN(C)C1=NC(=NC(=N1)N(C)C)N(C)C. Cell line: SR. Synergy scores: CSS=83.1, Synergy_ZIP=23.8, Synergy_Bliss=22.5, Synergy_Loewe=1.45, Synergy_HSA=24.5. (3) Drug 1: CC1=C(N=C(N=C1N)C(CC(=O)N)NCC(C(=O)N)N)C(=O)NC(C(C2=CN=CN2)OC3C(C(C(C(O3)CO)O)O)OC4C(C(C(C(O4)CO)O)OC(=O)N)O)C(=O)NC(C)C(C(C)C(=O)NC(C(C)O)C(=O)NCCC5=NC(=CS5)C6=NC(=CS6)C(=O)NCCC[S+](C)C)O. Drug 2: C1C(C(OC1N2C=NC(=NC2=O)N)CO)O. Cell line: RXF 393. Synergy scores: CSS=13.3, Synergy_ZIP=-3.89, Synergy_Bliss=1.63, Synergy_Loewe=2.05, Synergy_HSA=3.48. (4) Synergy scores: CSS=47.2, Synergy_ZIP=-3.43, Synergy_Bliss=1.95, Synergy_Loewe=-52.9, Synergy_HSA=2.42. Drug 2: CS(=O)(=O)CCNCC1=CC=C(O1)C2=CC3=C(C=C2)N=CN=C3NC4=CC(=C(C=C4)OCC5=CC(=CC=C5)F)Cl. Cell line: NCIH23. Drug 1: CCC1=C2CN3C(=CC4=C(C3=O)COC(=O)C4(CC)O)C2=NC5=C1C=C(C=C5)O. (5) Drug 1: C1=CC(=C2C(=C1NCCNCCO)C(=O)C3=C(C=CC(=C3C2=O)O)O)NCCNCCO. Drug 2: CN(C(=O)NC(C=O)C(C(C(CO)O)O)O)N=O. Cell line: HCT116. Synergy scores: CSS=34.2, Synergy_ZIP=-4.43, Synergy_Bliss=-7.94, Synergy_Loewe=-23.4, Synergy_HSA=-6.28. (6) Drug 1: C1CN(CCN1C(=O)CCBr)C(=O)CCBr. Drug 2: CN(C(=O)NC(C=O)C(C(C(CO)O)O)O)N=O. Cell line: NCI-H322M. Synergy scores: CSS=4.24, Synergy_ZIP=2.18, Synergy_Bliss=0.0731, Synergy_Loewe=4.55, Synergy_HSA=-2.90. (7) Drug 1: CN1CCC(CC1)COC2=C(C=C3C(=C2)N=CN=C3NC4=C(C=C(C=C4)Br)F)OC. Drug 2: C1=CN(C(=O)N=C1N)C2C(C(C(O2)CO)O)O.Cl. Cell line: SF-295. Synergy scores: CSS=9.67, Synergy_ZIP=-3.35, Synergy_Bliss=-3.12, Synergy_Loewe=-6.37, Synergy_HSA=-2.01.